This data is from Full USPTO retrosynthesis dataset with 1.9M reactions from patents (1976-2016). The task is: Predict the reactants needed to synthesize the given product. (1) Given the product [CH2:6]([O:5][P:4]([C:9]1[CH:10]=[CH:11][C:12]([NH2:15])=[CH:13][CH:14]=1)(=[O:8])[O:3][CH2:1][CH3:2])[CH3:7], predict the reactants needed to synthesize it. The reactants are: [CH2:1]([O:3][P:4]([C:9]1[CH:14]=[CH:13][C:12]([N+:15]([O-])=O)=[CH:11][CH:10]=1)(=[O:8])[O:5][CH2:6][CH3:7])[CH3:2].Cl[Sn]Cl.C([O-])([O-])=O.[Na+].[Na+]. (2) The reactants are: [C:1]([C:5]1[NH:9][N:8]=[C:7]([C:10]([F:13])([F:12])[F:11])[CH:6]=1)([CH3:4])([CH3:3])[CH3:2].C([O-])([O-])=O.[K+].[K+].Cl[CH2:21][C:22]([N:24]1[CH2:29][CH2:28][N:27]([C:30]2[CH:35]=[CH:34][C:33]([F:36])=[CH:32][CH:31]=2)[CH2:26][CH2:25]1)=[O:23].CN(C=O)C. Given the product [C:1]([C:5]1[N:9]([CH2:21][C:22]([N:24]2[CH2:25][CH2:26][N:27]([C:30]3[CH:35]=[CH:34][C:33]([F:36])=[CH:32][CH:31]=3)[CH2:28][CH2:29]2)=[O:23])[N:8]=[C:7]([C:10]([F:12])([F:13])[F:11])[CH:6]=1)([CH3:4])([CH3:2])[CH3:3], predict the reactants needed to synthesize it. (3) Given the product [CH3:35][N:1]1[C:9]2[C:4](=[C:5]([CH2:10][N:11]3[C:16]4([CH2:17][CH2:18][N:19]([C:22]5[CH:31]=[N:30][C:29]6[C:24](=[CH:25][CH:26]=[CH:27][CH:28]=6)[N:23]=5)[CH2:20][CH2:21]4)[CH2:15][CH2:14][CH2:13][C:12]3=[O:32])[CH:6]=[CH:7][CH:8]=2)[CH:3]=[CH:2]1, predict the reactants needed to synthesize it. The reactants are: [NH:1]1[C:9]2[C:4](=[C:5]([CH2:10][N:11]3[C:16]4([CH2:21][CH2:20][N:19]([C:22]5[CH:31]=[N:30][C:29]6[C:24](=[CH:25][CH:26]=[CH:27][CH:28]=6)[N:23]=5)[CH2:18][CH2:17]4)[CH2:15][CH2:14][CH2:13][C:12]3=[O:32])[CH:6]=[CH:7][CH:8]=2)[CH:3]=[CH:2]1.[H-].[Na+].[CH3:35]I.O. (4) Given the product [CH3:27][C:25]1[CH:24]=[C:23]([C:28]2[CH:33]=[CH:32][C:31]([C:34]([F:37])([F:35])[F:36])=[CH:30][CH:29]=2)[N:22]=[C:21]([C:17]2[CH:16]=[C:15]([C:11]3[CH:12]=[CH:13][CH:14]=[C:9]([S:6]([NH2:5])(=[O:8])=[O:7])[CH:10]=3)[CH:20]=[CH:19][CH:18]=2)[N:26]=1, predict the reactants needed to synthesize it. The reactants are: C([NH:5][S:6]([C:9]1[CH:10]=[C:11]([C:15]2[CH:20]=[CH:19][CH:18]=[C:17]([C:21]3[N:26]=[C:25]([CH3:27])[CH:24]=[C:23]([C:28]4[CH:33]=[CH:32][C:31]([C:34]([F:37])([F:36])[F:35])=[CH:30][CH:29]=4)[N:22]=3)[CH:16]=2)[CH:12]=[CH:13][CH:14]=1)(=[O:8])=[O:7])(C)(C)C.C(O)(C(F)(F)F)=O.